From a dataset of Catalyst prediction with 721,799 reactions and 888 catalyst types from USPTO. Predict which catalyst facilitates the given reaction. Product: [NH2:71][C:66]1[CH:67]=[CH:68][CH:69]=[CH:70][C:65]=1[NH:72][C:10](=[O:12])[C@@H:9]([NH:8][C:6](=[O:7])[O:5][C:1]([CH3:2])([CH3:4])[CH3:3])[CH2:13][C:14]1[CH:19]=[CH:18][C:17]([CH:20]2[S:24](=[O:26])(=[O:25])[N:23]([C:27]([CH3:29])([CH3:28])[CH3:30])[C:22](=[O:31])[CH2:21]2)=[CH:16][CH:15]=1. Reactant: [C:1]([O:5][C:6]([NH:8][C@@H:9]([CH2:13][C:14]1[CH:19]=[CH:18][C:17]([CH:20]2[S:24](=[O:26])(=[O:25])[N:23]([C:27]([CH3:30])([CH3:29])[CH3:28])[C:22](=[O:31])[CH2:21]2)=[CH:16][CH:15]=1)[C:10]([OH:12])=O)=[O:7])([CH3:4])([CH3:3])[CH3:2].F[P-](F)(F)(F)(F)F.C[N+](C)=C(N(C)C)ON1C2N=CC=CC=2N=N1.C(N(CC)C(C)C)(C)C.[C:65]1([NH2:72])[C:66]([NH2:71])=[CH:67][CH:68]=[CH:69][CH:70]=1. The catalyst class is: 9.